From a dataset of Full USPTO retrosynthesis dataset with 1.9M reactions from patents (1976-2016). Predict the reactants needed to synthesize the given product. (1) The reactants are: [CH2:1]([NH2:8])[C:2]1[CH:7]=[CH:6][CH:5]=[CH:4][CH:3]=1.[CH2:9]=O.[C:11]([CH:14]1[CH2:18][CH2:17][O:16][C:15]1=[O:19])(=[O:13])[CH3:12]. Given the product [C:11]([C:14]1([CH2:9][NH:8][CH2:1][C:2]2[CH:7]=[CH:6][CH:5]=[CH:4][CH:3]=2)[CH2:18][CH2:17][O:16][C:15]1=[O:19])(=[O:13])[CH3:12], predict the reactants needed to synthesize it. (2) Given the product [CH3:1][C:2]1([CH3:10])[CH:8]2[CH2:9][CH:3]1[CH2:4][CH2:5][C:6]2=[CH2:7].[C:11]([O:15][CH3:16])(=[O:14])[CH:12]=[CH2:13].[C:17]([O:21][CH2:22][CH2:23][CH2:24][OH:25])(=[O:20])[CH:18]=[CH2:19], predict the reactants needed to synthesize it. The reactants are: [CH3:1][C:2]1([CH3:10])[CH:8]2[CH2:9][CH:3]1[CH2:4][CH2:5][C:6]2=[CH2:7].[C:11]([O:15][CH3:16])(=[O:14])[CH:12]=[CH2:13].[C:17]([O:21][CH2:22][CH2:23][CH2:24][OH:25])(=[O:20])[CH:18]=[CH2:19].C(O)(=O)C=C.C(OOC(C)(C)C)(C)(C)C.C(OOC(CC)(C)C)(CC)(C)C. (3) Given the product [F:1][C:2]1[CH:3]=[C:4]2[C:8](=[CH:9][CH:10]=1)[NH:7][C:6](=[O:11])[C:5]2=[C:12]1[C:20]2[C:15](=[N:16][C:17]([CH2:21][CH2:22][N:27]([CH2:26][CH2:25][O:24][CH3:23])[CH3:28])=[CH:18][CH:19]=2)[CH2:14][O:13]1, predict the reactants needed to synthesize it. The reactants are: [F:1][C:2]1[CH:3]=[C:4]2[C:8](=[CH:9][CH:10]=1)[NH:7][C:6](=[O:11])[C:5]2=[C:12]1[C:20]2[C:15](=[N:16][C:17]([CH:21]=[CH2:22])=[CH:18][CH:19]=2)[CH2:14][O:13]1.[CH3:23][O:24][CH2:25][CH2:26][NH:27][CH3:28]. (4) Given the product [F:1][C:2]1[CH:3]=[CH:4][C:5]([C:8]2[C:17]3[C:12](=[N:13][C:14]([C:18]([F:20])([F:19])[F:21])=[CH:15][CH:16]=3)[N:11]=[CH:10][CH:9]=2)=[CH:6][C:7]=1[C:36]1[CH:37]=[CH:38][CH:39]=[C:34]([NH:33][C:30](=[O:32])[CH3:31])[CH:35]=1, predict the reactants needed to synthesize it. The reactants are: [F:1][C:2]1[CH:7]=[CH:6][C:5]([C:8]2[C:17]3[C:12](=[N:13][C:14]([C:18]([F:21])([F:20])[F:19])=[CH:15][CH:16]=3)[N:11]=[CH:10][CH:9]=2)=[CH:4][C:3]=1OS(C(F)(F)F)(=O)=O.[C:30]([NH:33][C:34]1[CH:35]=[C:36](B(O)O)[CH:37]=[CH:38][CH:39]=1)(=[O:32])[CH3:31]. (5) Given the product [CH2:1]([O:3][C:4]([N:6]1[CH:7]2[CH2:13][CH2:12][CH:11]1[CH2:10][CH:9]([N:14]1[CH2:15][CH2:16][CH:17]([N:20]([C:29](=[O:31])[CH3:30])[C:21]3[CH:26]=[C:25]([CH3:27])[N:24]=[C:23]([Cl:43])[N:22]=3)[CH2:18][CH2:19]1)[CH2:8]2)=[O:5])[CH3:2], predict the reactants needed to synthesize it. The reactants are: [CH2:1]([O:3][C:4]([N:6]1[CH:11]2[CH2:12][CH2:13][CH:7]1[CH2:8][CH:9]([N:14]1[CH2:19][CH2:18][CH:17]([NH:20][C:21]3[CH:26]=[C:25]([CH3:27])[N:24]=[C:23](C)[N:22]=3)[CH2:16][CH2:15]1)[CH2:10]2)=[O:5])[CH3:2].[C:29](Cl)(=[O:31])[CH3:30].CCN(C(C)C)C(C)C.C(Cl)[Cl:43].